This data is from Full USPTO retrosynthesis dataset with 1.9M reactions from patents (1976-2016). The task is: Predict the reactants needed to synthesize the given product. Given the product [CH2:1]([O:8][C:9]([NH:11][C@@H:12]1[C:13]2([O:28][CH2:26][CH2:25][CH2:24]2)[CH2:14][N:15]([C:17]([O:19][C:20]([CH3:21])([CH3:23])[CH3:22])=[O:18])[CH2:16]1)=[O:10])[C:2]1[CH:7]=[CH:6][CH:5]=[CH:4][CH:3]=1, predict the reactants needed to synthesize it. The reactants are: [CH2:1]([O:8][C:9]([NH:11][C@H:12]1[CH2:16][N:15]([C:17]([O:19][C:20]([CH3:23])([CH3:22])[CH3:21])=[O:18])[CH2:14][C:13]1([OH:28])[CH2:24][CH2:25][CH2:26]O)=[O:10])[C:2]1[CH:7]=[CH:6][CH:5]=[CH:4][CH:3]=1.CS(Cl)(=O)=O.C(N(CC)CC)C.